From a dataset of Peptide-MHC class II binding affinity with 134,281 pairs from IEDB. Regression. Given a peptide amino acid sequence and an MHC pseudo amino acid sequence, predict their binding affinity value. This is MHC class II binding data. (1) The peptide sequence is EAGKATTEEQKLIED. The MHC is HLA-DQA10101-DQB10501 with pseudo-sequence HLA-DQA10101-DQB10501. The binding affinity (normalized) is 0. (2) The peptide sequence is SIINHKFCNLSDAHK. The MHC is H-2-IAb with pseudo-sequence H-2-IAb. The binding affinity (normalized) is 0. (3) The binding affinity (normalized) is 0.432. The peptide sequence is VFIPNYNVSVAEVLI. The MHC is HLA-DQA10301-DQB10302 with pseudo-sequence HLA-DQA10301-DQB10302. (4) The peptide sequence is LVGPTPVNIIGRNLLTQLGC. The MHC is DRB1_1302 with pseudo-sequence DRB1_1302. The binding affinity (normalized) is 0.394. (5) The peptide sequence is YDKFLANVGTVLTGK. The MHC is DRB1_1302 with pseudo-sequence DRB1_1302. The binding affinity (normalized) is 0.911.